From a dataset of Full USPTO retrosynthesis dataset with 1.9M reactions from patents (1976-2016). Predict the reactants needed to synthesize the given product. (1) Given the product [Cl:1][C:2]1[CH:3]=[CH:4][C:5]([CH:8]([C:25]2[CH:26]=[CH:27][CH:28]=[CH:29][CH:30]=2)[N:9]2[CH2:10][CH2:11][NH:12][CH2:13][CH2:14]2)=[CH:6][CH:7]=1, predict the reactants needed to synthesize it. The reactants are: [Cl:1][C:2]1[CH:7]=[CH:6][C:5]([CH:8]([C:25]2[CH:30]=[CH:29][CH:28]=[CH:27][CH:26]=2)[N:9]2[CH2:14][CH2:13][N:12](S(C3C=CC(C)=CC=3)(=O)=O)[CH2:11][CH2:10]2)=[CH:4][CH:3]=1.OC1C=CC(C(O)=O)=CC=1.Br.O. (2) Given the product [ClH:17].[CH3:6][NH:8][CH2:9][CH2:10][CH2:11][C:12]([O:14][CH3:15])=[O:13], predict the reactants needed to synthesize it. The reactants are: C(O[C:6]([N:8](C)[CH2:9][CH2:10][CH2:11][C:12]([O:14][CH3:15])=[O:13])=O)(C)(C)C.[ClH:17]. (3) Given the product [OH:6][C@@H:5]([CH2:4][OH:3])[C:7]([N:9]1[CH2:14][CH2:13][C:12]([C:15]2[C:20]([F:21])=[CH:19][C:18]([N:22]3[CH2:26][C@H:25]([CH2:27][NH:28][C:36]4[S:40][N:39]=[C:38]([CH3:41])[CH:37]=4)[O:24][C:23]3=[O:42])=[CH:17][C:16]=2[F:43])=[CH:11][CH2:10]1)=[O:8], predict the reactants needed to synthesize it. The reactants are: CC1(C)[O:6][C@H:5]([C:7]([N:9]2[CH2:14][CH2:13][C:12]([C:15]3[C:20]([F:21])=[CH:19][C:18]([N:22]4[CH2:26][C@H:25]([CH2:27][N:28]([C:36]5[S:40][N:39]=[C:38]([CH3:41])[CH:37]=5)C(OC(C)(C)C)=O)[O:24][C:23]4=[O:42])=[CH:17][C:16]=3[F:43])=[CH:11][CH2:10]2)=[O:8])[CH2:4][O:3]1.CO. (4) Given the product [Cl:1][C:2]1[CH:3]=[CH:4][C:5]([N:15]2[CH:19]=[C:18]([C:20]([F:21])([F:23])[F:22])[N:17]=[N:16]2)=[C:6]([C:8]2[N:13]=[CH:12][N:11]([C@@H:60]3[C:77]4[CH:78]=[C:73]([CH:74]=[CH:75][CH:76]=4)[C:72]4[N:71]=[CH:70][CH:69]=[CH:68][C:67]=4[NH:66][C:65](=[O:79])[C@H:64]([CH3:80])[CH2:63][CH2:62][CH2:61]3)[C:10](=[O:14])[CH:9]=2)[CH:7]=1, predict the reactants needed to synthesize it. The reactants are: [Cl:1][C:2]1[CH:3]=[CH:4][C:5]([N:15]2[CH:19]=[C:18]([C:20]([F:23])([F:22])[F:21])[N:17]=[N:16]2)=[C:6]([C:8]2[N:13]=[CH:12][N:11]=[C:10]([OH:14])[CH:9]=2)[CH:7]=1.CN(C(ON1N=NC2C=CC=NC1=2)=[N+](C)C)C.F[P-](F)(F)(F)(F)F.C1CCN2C(=NCCC2)CC1.N[C@@H:60]1[C:77]2[CH:78]=[C:73]([CH:74]=[CH:75][CH:76]=2)[C:72]2[N:71]=[CH:70][CH:69]=[CH:68][C:67]=2[NH:66][C:65](=[O:79])[C@H:64]([CH3:80])[CH2:63][CH2:62][CH2:61]1. (5) Given the product [Cl:8][C:6]1[N:5]=[C:4]([CH3:9])[N:3]=[C:2]([N:25]2[CH2:26][CH2:27][CH:22]([C:20]([NH:19][CH2:18][C:12]3[CH:13]=[CH:14][C:15]([Cl:17])=[CH:16][C:11]=3[Cl:10])=[O:21])[CH2:23][CH2:24]2)[N:7]=1, predict the reactants needed to synthesize it. The reactants are: Cl[C:2]1[N:7]=[C:6]([Cl:8])[N:5]=[C:4]([CH3:9])[N:3]=1.[Cl:10][C:11]1[CH:16]=[C:15]([Cl:17])[CH:14]=[CH:13][C:12]=1[CH2:18][NH:19][C:20]([CH:22]1[CH2:27][CH2:26][NH:25][CH2:24][CH2:23]1)=[O:21].C(N(C(C)C)CC)(C)C. (6) The reactants are: [F:1][C:2]1[CH:7]=[C:6]([C:8]2[C:16]([C:17]3[CH:22]=[CH:21][N:20]=[C:19](SC)[N:18]=3)=[C:11]3[CH:12]=[CH:13][CH:14]=[CH:15][N:10]3[N:9]=2)[CH:5]=[CH:4][N:3]=1.ClC1C=C(C=CC=1)C(OO)=O.[CH:36]([NH2:39])([CH3:38])[CH3:37]. Given the product [F:1][C:2]1[CH:7]=[C:6]([C:8]2[C:16]([C:17]3[CH:22]=[CH:21][N:20]=[C:19]([NH:39][CH:36]([CH3:38])[CH3:37])[N:18]=3)=[C:11]3[CH:12]=[CH:13][CH:14]=[CH:15][N:10]3[N:9]=2)[CH:5]=[CH:4][N:3]=1, predict the reactants needed to synthesize it. (7) Given the product [Cl:16][C:12]1[CH:11]=[C:10]([C@@H:8]2[C@@H:7]([C:17]3[CH:22]=[CH:21][C:20]([Cl:23])=[CH:19][CH:18]=3)[N:6]([C@@H:24]([CH2:32][CH3:33])[CH2:25][N:26]3[CH2:31][CH2:30][O:29][CH2:28][CH2:27]3)[C:5](=[O:34])[C@:4]([CH2:1][CH:2]=[O:39])([CH3:35])[CH2:9]2)[CH:15]=[CH:14][CH:13]=1, predict the reactants needed to synthesize it. The reactants are: [CH2:1]([C@@:4]1([CH3:35])[CH2:9][C@H:8]([C:10]2[CH:15]=[CH:14][CH:13]=[C:12]([Cl:16])[CH:11]=2)[C@@H:7]([C:17]2[CH:22]=[CH:21][C:20]([Cl:23])=[CH:19][CH:18]=2)[N:6]([C@@H:24]([CH2:32][CH3:33])[CH2:25][N:26]2[CH2:31][CH2:30][O:29][CH2:28][CH2:27]2)[C:5]1=[O:34])[CH:2]=C.C1C[O:39]CC1.C[N+]1([O-])CCOCC1.I([O-])(=O)(=O)=O.[Na+].